Dataset: Peptide-MHC class I binding affinity with 185,985 pairs from IEDB/IMGT. Task: Regression. Given a peptide amino acid sequence and an MHC pseudo amino acid sequence, predict their binding affinity value. This is MHC class I binding data. (1) The peptide sequence is SSPTILDNYTQ. The MHC is H-2-Db with pseudo-sequence H-2-Db. The binding affinity (normalized) is 0. (2) The peptide sequence is ITLWQRPIV. The MHC is HLA-A30:01 with pseudo-sequence HLA-A30:01. The binding affinity (normalized) is 0.684.